From a dataset of Peptide-MHC class II binding affinity with 134,281 pairs from IEDB. Regression. Given a peptide amino acid sequence and an MHC pseudo amino acid sequence, predict their binding affinity value. This is MHC class II binding data. (1) The peptide sequence is AFAATANPWASQRF. The MHC is DRB1_0401 with pseudo-sequence DRB1_0401. The binding affinity (normalized) is 0.827. (2) The peptide sequence is KVFLTQMNARGVKVK. The MHC is DRB1_1101 with pseudo-sequence DRB1_1101. The binding affinity (normalized) is 0.559.